The task is: Predict the reaction yield, written as a fraction of the theoretical maximum amount of product (1.0 means a 100% yield; for example, 0.34 means a 34% yield).. This data is from Reaction yield outcomes from USPTO patents with 853,638 reactions. The reactants are [H-].[Na+].[CH2:3]1[C:9]2[CH:10]=[CH:11][CH:12]=[CH:13][C:8]=2[CH2:7][CH2:6][C:5](=[O:14])[NH:4]1.[CH3:15]I. The catalyst is C1COCC1. The product is [CH3:15][N:4]1[C:5](=[O:14])[CH2:6][CH2:7][C:8]2[CH:13]=[CH:12][CH:11]=[CH:10][C:9]=2[CH2:3]1. The yield is 0.950.